The task is: Predict the product of the given reaction.. This data is from Forward reaction prediction with 1.9M reactions from USPTO patents (1976-2016). (1) Given the reactants C([O:4][C:5]1[CH:6]=[C:7]([CH:11]([O:21][CH:22]2[CH2:27][CH2:26][N:25]([CH3:28])[CH2:24][CH2:23]2)[C:12]2[S:13][C:14]3[CH:20]=[CH:19][CH:18]=[CH:17][C:15]=3[N:16]=2)[CH:8]=[CH:9][CH:10]=1)C=C.[BH4-].[Na+], predict the reaction product. The product is: [S:13]1[C:14]2[CH:20]=[CH:19][CH:18]=[CH:17][C:15]=2[N:16]=[C:12]1[CH:11]([O:21][CH:22]1[CH2:23][CH2:24][N:25]([CH3:28])[CH2:26][CH2:27]1)[C:7]1[CH:6]=[C:5]([OH:4])[CH:10]=[CH:9][CH:8]=1. (2) Given the reactants [Br:1][C:2]1[N:3]=[C:4]([C:9]#[C:10][C:11]2[C:16]([F:17])=[CH:15][CH:14]=[CH:13][C:12]=2[Cl:18])[C:5]([NH2:8])=[N:6][CH:7]=1.CC(C)([O-])C.[K+], predict the reaction product. The product is: [Br:1][C:2]1[N:3]=[C:4]2[CH:9]=[C:10]([C:11]3[C:16]([F:17])=[CH:15][CH:14]=[CH:13][C:12]=3[Cl:18])[NH:8][C:5]2=[N:6][CH:7]=1. (3) Given the reactants Cl[C:2]1[N:3]=[C:4]([OH:12])[C:5]2[CH:11]=[CH:10][N:9]=[CH:8][C:6]=2[N:7]=1.[C:13]1([C@H:19]([N:21]2[CH:25]=[C:24]([OH:26])[CH:23]=[N:22]2)[CH3:20])[CH:18]=[CH:17][CH:16]=[CH:15][CH:14]=1.C([O-])([O-])=O.[Cs+].[Cs+], predict the reaction product. The product is: [C:13]1([C@H:19]([N:21]2[CH:25]=[C:24]([O:26][C:2]3[N:3]=[C:4]([OH:12])[C:5]4[CH:11]=[CH:10][N:9]=[CH:8][C:6]=4[N:7]=3)[CH:23]=[N:22]2)[CH3:20])[CH:18]=[CH:17][CH:16]=[CH:15][CH:14]=1.